Dataset: Catalyst prediction with 721,799 reactions and 888 catalyst types from USPTO. Task: Predict which catalyst facilitates the given reaction. Reactant: [CH2:1]([N:8]1[CH:12]=[C:11]([C@@H:13]([NH:15][S@@](C(C)(C)C)=O)[CH3:14])[C:10]([CH3:22])=[N:9]1)[C:2]1[CH:7]=[CH:6][CH:5]=[CH:4][CH:3]=1.[ClH:23]. Product: [ClH:23].[CH2:1]([N:8]1[CH:12]=[C:11]([C@@H:13]([NH2:15])[CH3:14])[C:10]([CH3:22])=[N:9]1)[C:2]1[CH:3]=[CH:4][CH:5]=[CH:6][CH:7]=1. The catalyst class is: 12.